This data is from Full USPTO retrosynthesis dataset with 1.9M reactions from patents (1976-2016). The task is: Predict the reactants needed to synthesize the given product. (1) Given the product [S:3]1[CH:4]=[CH:5][N:6]=[C:2]1[NH:1][CH:7]1[C:9]2[C:10](=[CH:14][CH:15]=[CH:16][CH:17]=2)[C:11](=[O:13])[O:12]1, predict the reactants needed to synthesize it. The reactants are: [NH2:1][C:2]1[S:3][CH:4]=[CH:5][N:6]=1.[CH:7]([C:9]1[CH:17]=[CH:16][CH:15]=[CH:14][C:10]=1[C:11]([OH:13])=[O:12])=O. (2) Given the product [CH3:1][O:2][C:3]([C:5]1[C:10]([NH:11][C:12]2[CH:17]=[CH:16][C:15]([Si:18]([CH3:19])([CH3:20])[CH3:21])=[CH:14][C:13]=2[F:22])=[N:9][C:8]([CH2:23][NH:24][CH:25]=[O:27])=[CH:7][N:6]=1)=[O:4], predict the reactants needed to synthesize it. The reactants are: [CH3:1][O:2][C:3]([C:5]1[C:10]([NH:11][C:12]2[CH:17]=[CH:16][C:15]([Si:18]([CH3:21])([CH3:20])[CH3:19])=[CH:14][C:13]=2[F:22])=[N:9][C:8]([CH2:23][NH2:24])=[CH:7][N:6]=1)=[O:4].[C:25](OC(=O)C)(=[O:27])C. (3) The reactants are: C1CCN2C(=NCCC2)CC1.[CH3:12][O:13][C:14]([C:16]1[S:17][C:18]([CH2:21][CH2:22][CH2:23][C@@H:24]2[C@@H:28]([C:29]3[CH:34]=[CH:33][C:32]([CH:35]([O:41][CH2:42][C:43]4[CH:48]=[CH:47][C:46]([O:49][CH3:50])=[CH:45][CH:44]=4)[CH2:36][CH2:37][CH2:38][CH2:39][CH3:40])=[CH:31][CH:30]=3)[C:27](=[O:51])[CH:26]([O:52][C:53](=[O:55])[CH3:54])[CH:25]2OC(=O)C)=[CH:19][CH:20]=1)=[O:15].Cl. Given the product [CH3:12][O:13][C:14]([C:16]1[S:17][C:18]([CH2:21][CH2:22][CH2:23][C@@H:24]2[C@@H:28]([C:29]3[CH:34]=[CH:33][C:32]([CH:35]([O:41][CH2:42][C:43]4[CH:48]=[CH:47][C:46]([O:49][CH3:50])=[CH:45][CH:44]=4)[CH2:36][CH2:37][CH2:38][CH2:39][CH3:40])=[CH:31][CH:30]=3)[C:27](=[O:51])[C:26]([O:52][C:53](=[O:55])[CH3:54])=[CH:25]2)=[CH:19][CH:20]=1)=[O:15], predict the reactants needed to synthesize it. (4) Given the product [CH2:34]([N:37]1[CH2:42][CH2:41][N:40]([C:22]2[CH:23]=[C:18]([C:15]3[CH:16]=[CH:17][C:12]([S:11][C:9]4[CH:8]=[CH:7][C:6]5[O:1][CH2:2][CH2:3][O:4][C:5]=5[CH:10]=4)=[C:13]([C:24]([F:25])([F:26])[F:27])[CH:14]=3)[CH:19]=[CH:20][N:21]=2)[CH2:39][CH2:38]1)[CH:35]=[CH2:36], predict the reactants needed to synthesize it. The reactants are: [O:1]1[C:6]2[CH:7]=[CH:8][C:9]([S:11][C:12]3[CH:17]=[CH:16][C:15]([C:18]4[CH:23]=[CH:22][N:21]=[CH:20][CH:19]=4)=[CH:14][C:13]=3[C:24]([F:27])([F:26])[F:25])=[CH:10][C:5]=2[O:4][CH2:3][CH2:2]1.OC1CCNC1.[CH2:34]([N:37]1[CH2:42][CH2:41][NH:40][CH2:39][CH2:38]1)[CH:35]=[CH2:36]. (5) Given the product [OH:32][C@@:25]1([C:23]#[C:24][C:2]2[CH:3]=[C:4]([N:8]3[C:16]4[CH:15]=[CH:14][N:13]=[C:12]([NH:17][CH3:18])[C:11]=4[C:10]([C:19]([O:21][CH3:22])=[O:20])=[N:9]3)[CH:5]=[CH:6][CH:7]=2)[CH2:29][CH2:28][N:27]([CH3:30])[C:26]1=[O:31], predict the reactants needed to synthesize it. The reactants are: Br[C:2]1[CH:3]=[C:4]([N:8]2[C:16]3[CH:15]=[CH:14][N:13]=[C:12]([NH:17][CH3:18])[C:11]=3[C:10]([C:19]([O:21][CH3:22])=[O:20])=[N:9]2)[CH:5]=[CH:6][CH:7]=1.[C:23]([C@:25]1([OH:32])[CH2:29][CH2:28][N:27]([CH3:30])[C:26]1=[O:31])#[CH:24]. (6) Given the product [CH3:16][O:17][C:18]1[CH:19]=[CH:20][C:21]([CH2:22][N:23]2[CH2:28][CH2:27][N:26]([CH2:10][C:7]3[CH:6]=[CH:5][C:4]([N+:1]([O-:3])=[O:2])=[CH:9][N:8]=3)[CH2:25][C:24]2([CH3:30])[CH3:29])=[CH:31][CH:32]=1, predict the reactants needed to synthesize it. The reactants are: [N+:1]([C:4]1[CH:5]=[CH:6][C:7]([CH2:10]OS(C)(=O)=O)=[N:8][CH:9]=1)([O-:3])=[O:2].[CH3:16][O:17][C:18]1[CH:32]=[CH:31][C:21]([CH2:22][N:23]2[CH2:28][CH2:27][NH:26][CH2:25][C:24]2([CH3:30])[CH3:29])=[CH:20][CH:19]=1.C(=O)([O-])[O-].[Cs+].[Cs+]. (7) Given the product [N:1]1[CH:6]=[CH:5][CH:4]=[CH:3][C:2]=1[C:7]#[C:8][C:9]1[C:17]2[C:12](=[CH:13][C:14]([NH:18][C:19]3[CH:27]=[CH:26][CH:25]=[CH:24][C:20]=3[C:21]([OH:23])=[O:22])=[CH:15][CH:16]=2)[NH:11][N:10]=1, predict the reactants needed to synthesize it. The reactants are: [N:1]1[CH:6]=[CH:5][CH:4]=[CH:3][C:2]=1[C:7]#[C:8][C:9]1[C:17]2[C:12](=[CH:13][C:14]([NH:18][C:19]3[CH:27]=[CH:26][CH:25]=[CH:24][C:20]=3[C:21]([OH:23])=[O:22])=[CH:15][CH:16]=2)[N:11](COCC[Si](C)(C)C)[N:10]=1.[F-].C([N+](CCCC)(CCCC)CCCC)CCC.C1COCC1.C(N)CN.C(O)(=O)C. (8) The reactants are: [CH:1]1([CH2:4][O:5][CH2:6][CH:7]2[CH2:11][CH2:10][N:9](C(OC(C)(C)C)=O)[CH2:8]2)[CH2:3][CH2:2]1.Cl. Given the product [CH:1]1([CH2:4][O:5][CH2:6][CH:7]2[CH2:11][CH2:10][NH:9][CH2:8]2)[CH2:2][CH2:3]1, predict the reactants needed to synthesize it. (9) Given the product [CH2:1]([O:3][C:4]([C:6]1([C:9]2[CH:14]=[CH:13][C:12]([C:15]3[CH:20]=[CH:19][C:18]([C:21]4[O:25][N:24]=[C:23]([CH3:26])[C:22]=4[NH:27][C:28]4[CH:33]=[CH:32][CH:31]=[C:30]([C:42]#[C:41][C:35]5[CH:40]=[CH:39][CH:38]=[CH:37][CH:36]=5)[N:29]=4)=[CH:17][CH:16]=3)=[CH:11][CH:10]=2)[CH2:8][CH2:7]1)=[O:5])[CH3:2], predict the reactants needed to synthesize it. The reactants are: [CH2:1]([O:3][C:4]([C:6]1([C:9]2[CH:14]=[CH:13][C:12]([C:15]3[CH:20]=[CH:19][C:18]([C:21]4[O:25][N:24]=[C:23]([CH3:26])[C:22]=4[NH:27][C:28]4[CH:33]=[CH:32][CH:31]=[C:30](Br)[N:29]=4)=[CH:17][CH:16]=3)=[CH:11][CH:10]=2)[CH2:8][CH2:7]1)=[O:5])[CH3:2].[C:35]1([C:41]#[CH:42])[CH:40]=[CH:39][CH:38]=[CH:37][CH:36]=1.C(N(CC)CC)C. (10) Given the product [Cl:12][C:10]1[CH:9]=[CH:8][C:7]2[O:13][CH:2]([C:14]3[CH:19]=[CH:18][CH:17]=[CH:16][CH:15]=3)[C:3](=[O:4])[NH:5][C:6]=2[CH:11]=1, predict the reactants needed to synthesize it. The reactants are: Cl[CH:2]([C:14]1[CH:19]=[CH:18][CH:17]=[CH:16][CH:15]=1)[C:3]([NH:5][C:6]1[CH:11]=[C:10]([Cl:12])[CH:9]=[CH:8][C:7]=1[OH:13])=[O:4].C(=O)([O-])[O-].[K+].[K+].O.Cl.